This data is from Peptide-MHC class II binding affinity with 134,281 pairs from IEDB. The task is: Regression. Given a peptide amino acid sequence and an MHC pseudo amino acid sequence, predict their binding affinity value. This is MHC class II binding data. (1) The peptide sequence is HLAEGKVDTGVAVSR. The MHC is DRB1_1101 with pseudo-sequence DRB1_1101. The binding affinity (normalized) is 0.320. (2) The binding affinity (normalized) is 0. The MHC is DRB3_0202 with pseudo-sequence DRB3_0202. The peptide sequence is NSYIAEMETESWIVDKK. (3) The peptide sequence is YDAFLANVSTVLTGK. The MHC is DRB1_1602 with pseudo-sequence DRB1_1602. The binding affinity (normalized) is 0.775. (4) The binding affinity (normalized) is 0.808. The MHC is DRB1_1301 with pseudo-sequence DRB1_1301. The peptide sequence is DTGGLIDSPSINLDVRKQYK.